This data is from TCR-epitope binding with 47,182 pairs between 192 epitopes and 23,139 TCRs. The task is: Binary Classification. Given a T-cell receptor sequence (or CDR3 region) and an epitope sequence, predict whether binding occurs between them. (1) The epitope is LLALHRSYL. The TCR CDR3 sequence is CASSLAGTSTEQFF. Result: 0 (the TCR does not bind to the epitope). (2) The epitope is ITEEVGHTDLMAAY. The TCR CDR3 sequence is CASSLPLADAYNEQFF. Result: 1 (the TCR binds to the epitope). (3) The epitope is EHPTFTSQYRIQGKL. The TCR CDR3 sequence is CASSLMSSYNSPLHF. Result: 1 (the TCR binds to the epitope). (4) The epitope is SQASSRSSSR. The TCR CDR3 sequence is CASSQDPAVQETQYF. Result: 0 (the TCR does not bind to the epitope). (5) Result: 1 (the TCR binds to the epitope). The TCR CDR3 sequence is CASAGLASQETQYF. The epitope is NLNESLIDL. (6) The epitope is GILGFVFTL. The TCR CDR3 sequence is CASSTYSIDTQYF. Result: 1 (the TCR binds to the epitope). (7) The epitope is SLFNTVATLY. The TCR CDR3 sequence is CASRASATQYF. Result: 1 (the TCR binds to the epitope).